Dataset: Experimental lipophilicity measurements (octanol/water distribution) for 4,200 compounds from AstraZeneca. Task: Regression/Classification. Given a drug SMILES string, predict its absorption, distribution, metabolism, or excretion properties. Task type varies by dataset: regression for continuous measurements (e.g., permeability, clearance, half-life) or binary classification for categorical outcomes (e.g., BBB penetration, CYP inhibition). For this dataset (lipophilicity_astrazeneca), we predict Y. The drug is COc1cc2c(Nc3ccc(Cl)cc3F)ncnc2cc1OCC1CCNCC1. The Y is 1.10 logD.